The task is: Predict which catalyst facilitates the given reaction.. This data is from Catalyst prediction with 721,799 reactions and 888 catalyst types from USPTO. (1) Reactant: [OH:1][C:2]1[CH:7]=[C:6]([CH3:8])[C:5]([C:9]2[CH:14]=[CH:13][CH:12]=[C:11]([C:15]([O:17][CH3:18])=[O:16])[C:10]=2[CH3:19])=[C:4]([CH3:20])[CH:3]=1.CC1C=CC(S(O[CH2:32][CH2:33][CH2:34][S:35]([CH3:38])(=[O:37])=[O:36])(=O)=O)=CC=1.C(=O)([O-])[O-].[K+].[K+].O. Product: [CH3:19][C:10]1[C:11]([C:15]([O:17][CH3:18])=[O:16])=[CH:12][CH:13]=[CH:14][C:9]=1[C:5]1[C:4]([CH3:20])=[CH:3][C:2]([O:1][CH2:32][CH2:33][CH2:34][S:35]([CH3:38])(=[O:37])=[O:36])=[CH:7][C:6]=1[CH3:8]. The catalyst class is: 9. (2) Reactant: [CH3:1][C:2]1[CH:3]=[C:4]([C@H:16]([CH2:22][CH2:23][CH3:24])[CH2:17][C:18]([O:20][CH3:21])=[O:19])[CH:5]=[CH:6][C:7]=1[O:8]CC1C=CC=CC=1. Product: [OH:8][C:7]1[CH:6]=[CH:5][C:4]([C@H:16]([CH2:22][CH2:23][CH3:24])[CH2:17][C:18]([O:20][CH3:21])=[O:19])=[CH:3][C:2]=1[CH3:1]. The catalyst class is: 350.